Task: Predict the reactants needed to synthesize the given product.. Dataset: Full USPTO retrosynthesis dataset with 1.9M reactions from patents (1976-2016) (1) Given the product [Cl:1][C:2]1[CH:3]=[C:4]([C:8]2[N:9]=[C:10]([N:16]3[C:20]4[CH:21]=[C:22]([O:25][CH2:26][CH:27]([OH:28])[CH2:29][N:40]5[CH2:41][CH2:42][N:37]([CH3:36])[CH2:38][CH2:39]5)[CH:23]=[CH:24][C:19]=4[N:18]=[CH:17]3)[S:11][C:12]=2[C:13]([NH2:15])=[O:14])[CH:5]=[CH:6][CH:7]=1, predict the reactants needed to synthesize it. The reactants are: [Cl:1][C:2]1[CH:3]=[C:4]([C:8]2[N:9]=[C:10]([N:16]3[C:20]4[CH:21]=[C:22]([O:25][CH2:26][CH:27]5[CH2:29][O:28]5)[CH:23]=[CH:24][C:19]=4[N:18]=[CH:17]3)[S:11][C:12]=2[C:13]([NH2:15])=[O:14])[CH:5]=[CH:6][CH:7]=1.C(=O)([O-])[O-].[K+].[K+].[CH3:36][N:37]1[CH2:42][CH2:41][NH:40][CH2:39][CH2:38]1. (2) Given the product [CH:8]1([N:13]([C:14]2[CH:15]=[N:16][O:17][C:18]=2[CH3:19])[C:1](=[O:3])[CH3:2])[CH2:9][CH2:10][CH2:11][CH2:12]1, predict the reactants needed to synthesize it. The reactants are: [C:1](OC(=O)C)(=[O:3])[CH3:2].[CH:8]1([NH:13][C:14]2[CH:15]=[N:16][O:17][C:18]=2[CH3:19])[CH2:12][CH2:11][CH2:10][CH2:9]1. (3) Given the product [F:12][C:13]1[CH:18]=[C:17]([F:19])[C:16]([N+:20]([O-:22])=[O:21])=[CH:15][C:14]=1[NH:23][S:8]([C:5]1[CH:6]=[CH:7][C:2]([F:1])=[CH:3][CH:4]=1)(=[O:10])=[O:9], predict the reactants needed to synthesize it. The reactants are: [F:1][C:2]1[CH:7]=[CH:6][C:5]([S:8](Cl)(=[O:10])=[O:9])=[CH:4][CH:3]=1.[F:12][C:13]1[CH:18]=[C:17]([F:19])[C:16]([N+:20]([O-:22])=[O:21])=[CH:15][C:14]=1[NH2:23]. (4) Given the product [F:13][C:14]([F:20])([F:19])[S:15]([OH:18])(=[O:17])=[O:16].[S:12]1[CH2:8][CH2:9][CH2:10][CH2:14][S:15]1, predict the reactants needed to synthesize it. The reactants are: C1(C)C=CC=CC=1.[CH2:8]([SH:12])[CH2:9][CH2:10]S.[F:13][C:14]([F:20])([F:19])[S:15]([OH:18])(=[O:17])=[O:16]. (5) Given the product [Br:37][C:12]1[C:11]([O:15][CH2:16][C@@H:17]([NH:22][C:23](=[O:29])[O:24][C:25]([CH3:27])([CH3:26])[CH3:28])[CH2:18][CH:19]([CH3:21])[CH3:20])=[CH:10][C:9]2[O:8][CH2:7][C:3]3[C:2]([C:14]=2[CH:13]=1)=[CH:1][CH:6]=[N:5][CH:4]=3, predict the reactants needed to synthesize it. The reactants are: [CH:1]1[CH:6]=[N:5][CH:4]=[C:3]2[CH2:7][O:8][C:9]3[CH:10]=[C:11]([O:15][CH2:16][CH:17]([NH:22][C:23](=[O:29])[O:24][C:25]([CH3:28])([CH3:27])[CH3:26])[CH2:18][CH:19]([CH3:21])[CH3:20])[CH:12]=[CH:13][C:14]=3[C:2]=12.C1C(=O)N([Br:37])C(=O)C1. (6) Given the product [OH:26][C:15]([C:12]1[CH:13]=[CH:14][C:9]([OH:8])=[CH:10][CH:11]=1)([C:20]1[CH:25]=[CH:24][CH:23]=[CH:22][CH:21]=1)[C:16]([O:18][CH3:19])=[O:17], predict the reactants needed to synthesize it. The reactants are: C([O:8][C:9]1[CH:14]=[CH:13][C:12]([C:15]([OH:26])([C:20]2[CH:25]=[CH:24][CH:23]=[CH:22][CH:21]=2)[C:16]([O:18][CH3:19])=[O:17])=[CH:11][CH:10]=1)C1C=CC=CC=1.[H][H]. (7) The reactants are: [F:1][C:2]1[C:7]([F:8])=[C:6]([NH:9][C:10]2[CH:15]=[CH:14][C:13]([I:16])=[CH:12][C:11]=2[F:17])[C:5]([NH2:18])=[CH:4][CH:3]=1.[CH3:19][C:20]([S:23](Cl)(=[O:25])=[O:24])([CH3:22])[CH3:21]. Given the product [F:8][C:7]1[C:6]([NH:9][C:10]2[CH:15]=[CH:14][C:13]([I:16])=[CH:12][C:11]=2[F:17])=[C:5]([NH:18][S:23]([C:20]([CH3:22])([CH3:21])[CH3:19])(=[O:25])=[O:24])[CH:4]=[CH:3][C:2]=1[F:1], predict the reactants needed to synthesize it. (8) Given the product [F:12][C:9]1[CH:8]=[C:7]([F:13])[CH:6]=[C:5]2[C:10]=1[CH:11]=[C:2]([N:19]1[CH2:20][CH2:21][N:16]([CH3:15])[CH2:17][CH2:18]1)[NH:3][C:4]2=[O:14], predict the reactants needed to synthesize it. The reactants are: Cl[C:2]1[NH:3][C:4](=[O:14])[C:5]2[C:10]([CH:11]=1)=[C:9]([F:12])[CH:8]=[C:7]([F:13])[CH:6]=2.[CH3:15][N:16]1[CH2:21][CH2:20][NH:19][CH2:18][CH2:17]1. (9) Given the product [F:14][C:7]1[CH:6]=[C:5]([C:3]2[N:15]=[C:16]([NH2:18])[S:17][CH:2]=2)[CH:10]=[C:9]([F:11])[C:8]=1[O:12][CH3:13], predict the reactants needed to synthesize it. The reactants are: Br[CH2:2][C:3]([C:5]1[CH:10]=[C:9]([F:11])[C:8]([O:12][CH3:13])=[C:7]([F:14])[CH:6]=1)=O.[NH2:15][C:16]([NH2:18])=[S:17].C([O-])(O)=O.[Na+]. (10) Given the product [C:19]([O:23][C:24](=[O:39])[C:25]([CH3:26])([O:28][C:29]1[CH:34]=[CH:33][C:32]([CH2:35][C:36](=[O:37])[NH:8][C:7]2[C:2]([CH3:1])=[N:3][C:4]([C:9]3[CH:14]=[CH:13][C:12]([C:15]([F:16])([F:18])[F:17])=[CH:11][CH:10]=3)=[CH:5][CH:6]=2)=[CH:31][CH:30]=1)[CH3:27])([CH3:21])([CH3:20])[CH3:22], predict the reactants needed to synthesize it. The reactants are: [CH3:1][C:2]1[C:7]([NH2:8])=[CH:6][CH:5]=[C:4]([C:9]2[CH:14]=[CH:13][C:12]([C:15]([F:18])([F:17])[F:16])=[CH:11][CH:10]=2)[N:3]=1.[C:19]([O:23][C:24](=[O:39])[C:25]([O:28][C:29]1[CH:34]=[CH:33][C:32]([CH2:35][C:36](O)=[O:37])=[CH:31][CH:30]=1)([CH3:27])[CH3:26])([CH3:22])([CH3:21])[CH3:20].